The task is: Predict which catalyst facilitates the given reaction.. This data is from Catalyst prediction with 721,799 reactions and 888 catalyst types from USPTO. (1) Reactant: [Cl:1][C:2]1[CH:7]=[CH:6][CH:5]=[CH:4][C:3]=1[C:8]1[N:17]=[C:16]([N:18]2[CH2:23][CH2:22][N:21]([CH3:24])[CH2:20][CH2:19]2)[C:15]2[C:10](=[CH:11][CH:12]=[C:13]([C:25](O)=[O:26])[CH:14]=2)[N:9]=1.[CH2:28]([NH:30][CH2:31][CH3:32])[CH3:29].ON1C2C=CC=CC=2N=N1. Product: [Cl:1][C:2]1[CH:7]=[CH:6][CH:5]=[CH:4][C:3]=1[C:8]1[N:17]=[C:16]([N:18]2[CH2:19][CH2:20][N:21]([CH3:24])[CH2:22][CH2:23]2)[C:15]2[C:10](=[CH:11][CH:12]=[C:13]([C:25]([N:30]([CH2:31][CH3:32])[CH2:28][CH3:29])=[O:26])[CH:14]=2)[N:9]=1. The catalyst class is: 9. (2) Reactant: [F:1][C:2]1[CH:7]=[C:6]([F:8])[CH:5]=[CH:4][C:3]=1[C:9]#[C:10][C:11]1[CH:12]=[CH:13][C:14]2[N:15]([C:17]([CH:20]([CH3:22])[CH3:21])=[N:18][N:19]=2)[N:16]=1.[N-:23]=[N+:24]=[N-:25].[Na+]. Product: [F:1][C:2]1[CH:7]=[C:6]([F:8])[CH:5]=[CH:4][C:3]=1[C:9]1[N:23]=[N:24][NH:25][C:10]=1[C:11]1[CH:12]=[CH:13][C:14]2[N:15]([C:17]([CH:20]([CH3:22])[CH3:21])=[N:18][N:19]=2)[N:16]=1. The catalyst class is: 44. (3) Reactant: FC(F)(F)C(O)=O.[Cl:8][C:9]1[N:10]=[C:11]2[C:16]([NH:17]C(=O)OC(C)(C)C)=[N:15][C@@:14]([C:26]3[CH:31]=[C:30]([NH:32][C:33]([C:35]4[CH:40]=[CH:39][C:38]([F:41])=[CH:37][N:36]=4)=[O:34])[CH:29]=[CH:28][C:27]=3[F:42])([CH3:25])[CH2:13][N:12]2[C:43]=1[Cl:44]. Product: [NH2:17][C:16]1[C:11]2[N:12]([C:43]([Cl:44])=[C:9]([Cl:8])[N:10]=2)[CH2:13][C@:14]([C:26]2[CH:31]=[C:30]([NH:32][C:33]([C:35]3[CH:40]=[CH:39][C:38]([F:41])=[CH:37][N:36]=3)=[O:34])[CH:29]=[CH:28][C:27]=2[F:42])([CH3:25])[N:15]=1. The catalyst class is: 2. (4) Reactant: Br[C:2]1[CH:7]=[CH:6][C:5]([O:8][CH3:9])=[CH:4][CH:3]=1.C([Li])CCC.[CH2:15]([N:22]1[CH2:27][CH2:26][C:25](=[O:28])[CH2:24][CH2:23]1)[C:16]1[CH:21]=[CH:20][CH:19]=[CH:18][CH:17]=1.[NH4+].[Cl-]. Product: [CH2:15]([N:22]1[CH2:27][CH2:26][C:25]([C:2]2[CH:7]=[CH:6][C:5]([O:8][CH3:9])=[CH:4][CH:3]=2)([OH:28])[CH2:24][CH2:23]1)[C:16]1[CH:17]=[CH:18][CH:19]=[CH:20][CH:21]=1. The catalyst class is: 134. (5) Reactant: [N:1]1([C:6]2[CH:32]=[CH:31][C:9]3[N:10]([C:13]4[CH:14]=[C:15]([NH:27]C(=O)C)[CH:16]=[C:17]([C:19]5[CH:24]=[CH:23][C:22]([F:25])=[CH:21][C:20]=5[F:26])[CH:18]=4)[CH:11]=[N:12][C:8]=3[CH:7]=2)[CH:5]=[CH:4][CH:3]=[N:2]1.[OH-].[Na+]. Product: [N:1]1([C:6]2[CH:32]=[CH:31][C:9]3[N:10]([C:13]4[CH:14]=[C:15]([NH2:27])[CH:16]=[C:17]([C:19]5[CH:24]=[CH:23][C:22]([F:25])=[CH:21][C:20]=5[F:26])[CH:18]=4)[CH:11]=[N:12][C:8]=3[CH:7]=2)[CH:5]=[CH:4][CH:3]=[N:2]1. The catalyst class is: 8. (6) Reactant: [C:1]([C:5]1[O:9][N:8]=[C:7]([C:10]2[CH:15]=[C:14](Cl)[C:13]([CH:17]3[CH2:19][CH2:18]3)=[CH:12][N:11]=2)[N:6]=1)([CH3:4])([CH3:3])[CH3:2].[CH2:20]1[C:23]2([CH2:27][CH2:26][NH:25][CH2:24]2)[CH2:22][O:21]1.C([O-])([O-])=O.[K+].[K+]. Product: [C:1]([C:5]1[O:9][N:8]=[C:7]([C:10]2[CH:15]=[C:14]([N:25]3[CH2:24][C:23]4([CH2:20][O:21][CH2:22]4)[CH2:27][CH2:26]3)[C:13]([CH:17]3[CH2:19][CH2:18]3)=[CH:12][N:11]=2)[N:6]=1)([CH3:4])([CH3:3])[CH3:2]. The catalyst class is: 37. (7) Product: [Br:1][C:2]1[CH:3]=[C:4]2[C:5](=[CH:9][CH:10]=1)[C:6](=[O:7])[NH:8][CH2:11]2. The catalyst class is: 1. Reactant: [Br:1][C:2]1[CH:10]=[CH:9][C:5]([C:6]([NH2:8])=[O:7])=[C:4]([CH2:11]O)[CH:3]=1.C1C=CC(P(C2C=CC=CC=2)C2C=CC=CC=2)=CC=1.CC(OC(/N=N/C(OC(C)C)=O)=O)C.